Task: Predict the product of the given reaction.. Dataset: Forward reaction prediction with 1.9M reactions from USPTO patents (1976-2016) (1) The product is: [Cl:26][C:24]1[CH:23]=[C:11]([CH:10]=[C:9]([N:6]2[CH2:5][CH2:4][CH:3]([NH:2][C:35]([C:29]3[NH:30][C:31]([CH3:34])=[C:32]([Cl:33])[C:28]=3[Cl:27])=[O:36])[CH2:8][CH2:7]2)[N:25]=1)[C:12]([NH:14][CH2:15][CH2:16][N:17]1[CH2:22][CH2:21][O:20][CH2:19][CH2:18]1)=[O:13]. Given the reactants Cl.[NH2:2][CH:3]1[CH2:8][CH2:7][N:6]([C:9]2[CH:10]=[C:11]([CH:23]=[C:24]([Cl:26])[N:25]=2)[C:12]([NH:14][CH2:15][CH2:16][N:17]2[CH2:22][CH2:21][O:20][CH2:19][CH2:18]2)=[O:13])[CH2:5][CH2:4]1.[Cl:27][C:28]1[C:32]([Cl:33])=[C:31]([CH3:34])[NH:30][C:29]=1[C:35](NC1CCN(C2C=CC=C(Cl)N=2)CC1)=[O:36], predict the reaction product. (2) Given the reactants CC1C=CC(S(O[CH2:12][CH2:13][CH2:14][C@H:15]2[CH2:24][CH2:23][C:22]3[C:17](=[CH:18][CH:19]=[C:20]([C@H:25]4[CH2:34][CH2:33][C@@:27]5([NH:31]C(=O)[O:29][CH2:28]5)[CH2:26]4)[CH:21]=3)[CH2:16]2)(=O)=O)=CC=1.[O:35]1[CH2:38][CH:37]([OH:39])[CH2:36]1.CC(C)([O-])C.[K+].[OH-].[Na+], predict the reaction product. The product is: [NH2:31][C@:27]1([CH2:28][OH:29])[CH2:33][CH2:34][C@H:25]([C:20]2[CH:19]=[CH:18][C:17]3[CH2:16][C@@H:15]([CH2:14][CH2:13][CH2:12][O:39][CH:37]4[CH2:38][O:35][CH2:36]4)[CH2:24][CH2:23][C:22]=3[CH:21]=2)[CH2:26]1. (3) Given the reactants [C:1]([C:5]1[CH:6]=[C:7]([C:11]2[CH:16]=[C:15]([O:17][CH3:18])[CH:14]=[CH:13][C:12]=2[CH:19]2[C:27]3[C:22](=[CH:23][CH:24]=[C:25]([O:28][CH2:29][CH2:30][CH3:31])[CH:26]=3)[CH:21]([C:32]3[CH:37]=[CH:36][C:35]4[O:38][CH2:39][O:40][C:34]=4[CH:33]=3)[CH:20]2[C:41]([O-:43])=[O:42])[CH:8]=[CH:9][CH:10]=1)([O:3]C)=[O:2].[OH-].[Na+].Cl, predict the reaction product. The product is: [C:1]([C:5]1[CH:6]=[C:7]([C:11]2[CH:16]=[C:15]([O:17][CH3:18])[CH:14]=[CH:13][C:12]=2[CH:19]2[C:27]3[C:22](=[CH:23][CH:24]=[C:25]([O:28][CH2:29][CH2:30][CH3:31])[CH:26]=3)[CH:21]([C:32]3[CH:37]=[CH:36][C:35]4[O:38][CH2:39][O:40][C:34]=4[CH:33]=3)[CH:20]2[C:41]([OH:43])=[O:42])[CH:8]=[CH:9][CH:10]=1)([OH:3])=[O:2].